Task: Predict the reactants needed to synthesize the given product.. Dataset: Full USPTO retrosynthesis dataset with 1.9M reactions from patents (1976-2016) Given the product [CH2:10]([C:4]1[N:3]=[C:2]([CH3:1])[CH:9]=[CH:8][C:5]=1[C:6]#[N:7])[CH3:11], predict the reactants needed to synthesize it. The reactants are: [CH3:1][C:2]1[CH:9]=[CH:8][C:5]([C:6]#[N:7])=[C:4]([CH:10]=[CH2:11])[N:3]=1.C(C1C=CC(C#N)=CN=1)C.